Dataset: Forward reaction prediction with 1.9M reactions from USPTO patents (1976-2016). Task: Predict the product of the given reaction. (1) The product is: [C:25]1([C:20]2[CH:21]=[CH:22][CH:23]=[CH:24][C:19]=2[NH:18][C:4]2[C:5](=[O:17])[C:6](=[O:16])[C:7]=2[NH:8][C:9]2[CH:14]=[CH:13][CH:12]=[CH:11][C:10]=2[OH:15])[CH:26]=[CH:27][CH:28]=[CH:29][CH:30]=1. Given the reactants C(O[C:4]1[C:5](=[O:17])[C:6](=[O:16])[C:7]=1[NH:8][C:9]1[CH:14]=[CH:13][CH:12]=[CH:11][C:10]=1[OH:15])C.[NH2:18][C:19]1[CH:24]=[CH:23][CH:22]=[CH:21][C:20]=1[C:25]1[CH:30]=[CH:29][CH:28]=[CH:27][CH:26]=1, predict the reaction product. (2) Given the reactants [NH2:1][CH2:2][C:3]1[CH:8]=[CH:7][CH:6]=[CH:5][N:4]=1.[CH:9](Cl)(Cl)Cl.[OH-].[Na+], predict the reaction product. The product is: [CH:2]1[N:1]=[CH:9][N:4]2[CH:5]=[CH:6][CH:7]=[CH:8][C:3]=12. (3) Given the reactants Cl[C:2]1[N:7]2[N:8]=[C:9]([CH:11]3[CH2:16][CH2:15][N:14]([CH:17]([CH3:19])[CH3:18])[CH2:13][CH2:12]3)[N:10]=[C:6]2[CH:5]=[C:4]([C:20]2[CH:25]=[CH:24][C:23]([F:26])=[CH:22][C:21]=2[F:27])[N:3]=1.Cl.[NH2:29][C:30]1[C:35]([C:36](=[O:41])[C:37]([F:40])([F:39])[F:38])=[CH:34][CH:33]=[C:32]([NH:42][CH:43]2[CH2:48][CH2:47][CH2:46][NH:45][CH2:44]2)[N:31]=1.C(N(CC)C(C)C)(C)C, predict the reaction product. The product is: [NH2:29][C:30]1[C:35]([C:36](=[O:41])[C:37]([F:39])([F:40])[F:38])=[CH:34][CH:33]=[C:32]([NH:42][CH:43]2[CH2:48][CH2:47][CH2:46][N:45]([C:2]3[N:7]4[N:8]=[C:9]([CH:11]5[CH2:16][CH2:15][N:14]([CH:17]([CH3:18])[CH3:19])[CH2:13][CH2:12]5)[N:10]=[C:6]4[CH:5]=[C:4]([C:20]4[CH:25]=[CH:24][C:23]([F:26])=[CH:22][C:21]=4[F:27])[N:3]=3)[CH2:44]2)[N:31]=1. (4) Given the reactants CC(O)=O.[NH2:5][CH:6]([C:10]1[N:22]([CH2:23][C:24]2[CH:29]=[CH:28][CH:27]=[CH:26][CH:25]=2)[C:21](=[O:30])[C:20]2[S:19][C:18]3[N:17]=[CH:16][CH:15]=[CH:14][C:13]=3[C:12]=2[N:11]=1)[CH:7]([CH3:9])[CH3:8].O=[CH:32][CH2:33][CH2:34][NH:35][C:36](=[O:42])[O:37][C:38]([CH3:41])([CH3:40])[CH3:39].[BH4-].[Na+], predict the reaction product. The product is: [C:38]([O:37][C:36](=[O:42])[NH:35][CH2:34][CH2:33][CH2:32][NH:5][CH:6]([C:10]1[N:22]([CH2:23][C:24]2[CH:29]=[CH:28][CH:27]=[CH:26][CH:25]=2)[C:21](=[O:30])[C:20]2[S:19][C:18]3[N:17]=[CH:16][CH:15]=[CH:14][C:13]=3[C:12]=2[N:11]=1)[CH:7]([CH3:8])[CH3:9])([CH3:41])([CH3:40])[CH3:39]. (5) Given the reactants [F:1][C:2]1[CH:10]=[CH:9][C:5]([C:6](Cl)=[O:7])=[CH:4][CH:3]=1.Cl.[NH:12]1[CH2:17][CH2:16][CH:15]([CH2:18][CH:19]([N:23]2[CH:27]=[C:26]([C:28]3[C:29]4[CH:36]=[CH:35][N:34](COCC[Si](C)(C)C)[C:30]=4[N:31]=[CH:32][N:33]=3)[CH:25]=[N:24]2)[CH2:20][C:21]#[N:22])[CH2:14][CH2:13]1.C(N(CC)CC)C.FC(F)(F)C(O)=O.C(N)CN, predict the reaction product. The product is: [F:1][C:2]1[CH:10]=[CH:9][C:5]([C:6]([N:12]2[CH2:17][CH2:16][CH:15]([CH2:18][CH:19]([N:23]3[CH:27]=[C:26]([C:28]4[C:29]5[CH:36]=[CH:35][NH:34][C:30]=5[N:31]=[CH:32][N:33]=4)[CH:25]=[N:24]3)[CH2:20][C:21]#[N:22])[CH2:14][CH2:13]2)=[O:7])=[CH:4][CH:3]=1. (6) Given the reactants [NH2:1][C:2]([CH3:12])([CH3:11])[C:3]([C:5]1[CH:10]=[CH:9][CH:8]=[CH:7][CH:6]=1)=[O:4].CC1[CH:15]=[CH:16][C:17]([S:20](O)(=[O:22])=[O:21])=CC=1.C(C1C=CC(S(Cl)(=O)=O)=CC=1)CC.C(N(CC)CC)C, predict the reaction product. The product is: [CH3:11][C:2]([NH:1][S:20]([CH2:17][CH2:16][CH3:15])(=[O:22])=[O:21])([CH3:12])[C:3](=[O:4])[C:5]1[CH:10]=[CH:9][CH:8]=[CH:7][CH:6]=1.